From a dataset of Reaction yield outcomes from USPTO patents with 853,638 reactions. Predict the reaction yield, written as a fraction of the theoretical maximum amount of product (1.0 means a 100% yield; for example, 0.34 means a 34% yield). The reactants are Cl.[N:2]1([CH2:7][CH2:8][CH2:9][O:10][C:11]2[CH:16]=[CH:15][C:14]([N:17]3[CH2:22][CH2:21][NH:20][CH2:19][CH2:18]3)=[CH:13][CH:12]=2)[CH2:6][CH2:5][CH2:4][CH2:3]1.[CH:23](=O)[C:24]1[CH:29]=[CH:28][CH:27]=[CH:26][CH:25]=1.C(O)(=O)C.C(O[BH-](OC(=O)C)OC(=O)C)(=O)C.[Na+].[Cl:49][CH:50]([Cl:52])C. No catalyst specified. The product is [NH3:2].[CH3:9][OH:10].[Cl:49][CH2:50][Cl:52].[CH2:23]([N:20]1[CH2:19][CH2:18][N:17]([C:14]2[CH:13]=[CH:12][C:11]([O:10][CH2:9][CH2:8][CH2:7][N:2]3[CH2:6][CH2:5][CH2:4][CH2:3]3)=[CH:16][CH:15]=2)[CH2:22][CH2:21]1)[C:24]1[CH:29]=[CH:28][CH:27]=[CH:26][CH:25]=1. The yield is 0.0500.